This data is from Full USPTO retrosynthesis dataset with 1.9M reactions from patents (1976-2016). The task is: Predict the reactants needed to synthesize the given product. (1) Given the product [O:24]=[S:16]1(=[O:25])[C:17]2[CH:23]=[CH:22][CH:21]=[CH:20][C:18]=2[CH2:19][N:13]([C:4]2[CH:3]=[C:2]([NH:34][CH2:33][CH2:32][CH2:31][NH2:35])[C:11]3[C:6](=[CH:7][CH:8]=[C:9]([O:12][CH2:27][CH2:28][O:29][CH3:30])[CH:10]=3)[N:5]=2)[CH2:14][CH2:15]1, predict the reactants needed to synthesize it. The reactants are: Cl[C:2]1[C:11]2[C:6](=[CH:7][CH:8]=[C:9]([OH:12])[CH:10]=2)[N:5]=[C:4]([N:13]2[CH2:19][C:18]3[CH:20]=[CH:21][CH:22]=[CH:23][C:17]=3[S:16](=[O:25])(=[O:24])[CH2:15][CH2:14]2)[CH:3]=1.Br[CH2:27][CH2:28][O:29][CH3:30].[CH2:31]([NH2:35])[CH2:32][CH2:33][NH2:34]. (2) Given the product [OH:37][C:26]1[C:25]([CH3:34])=[CH:24][C:32]2=[N:31][C:30](=[O:33])[N:29]=[C:28]2[CH:27]=1, predict the reactants needed to synthesize it. The reactants are: C(OC1C(OC(=O)C)C(OC(=O)C)C(COC(=O)C)OC1[C:24]1[C:32]2[C:28](=[N:29][C:30](=[O:33])[N:31]=2)[CH:27]=[CH:26][C:25]=1[C:34]([O-])=O)(=O)C.[OH-:37].[Na+]. (3) Given the product [CH2:25]([S:32][C:33]1[CH:38]=[CH:37][C:36]([CH2:20][Cl:24])=[CH:35][CH:34]=1)[C:26]1[CH:31]=[CH:30][CH:29]=[CH:28][CH:27]=1, predict the reactants needed to synthesize it. The reactants are: C1(P(C2C=CC=CC=2)C2C=CC=CC=2)C=CC=CC=1.[C:20]([Cl:24])(Cl)(Cl)Cl.[CH2:25]([S:32][C:33]1[CH:38]=[CH:37][C:36](CO)=[CH:35][CH:34]=1)[C:26]1[CH:31]=[CH:30][CH:29]=[CH:28][CH:27]=1. (4) Given the product [CH2:1]([S:3][CH2:4][O:5][Si:6]([C:9]([CH3:12])([CH3:11])[CH3:10])([CH3:8])[CH3:7])[CH3:2], predict the reactants needed to synthesize it. The reactants are: [CH2:1]([S:3][CH2:4][OH:5])[CH3:2].[Si:6](Cl)([C:9]([CH3:12])([CH3:11])[CH3:10])([CH3:8])[CH3:7].C(N(CC)CC)C. (5) Given the product [C:57]([S:59][CH:20]1[CH2:19][CH2:18][N:17]([C:22]([C:29]2[CH:30]=[CH:31][CH:32]=[CH:33][CH:34]=2)([C:35]2[CH:40]=[CH:39][CH:38]=[CH:37][CH:36]=2)[C:23]2[CH:24]=[CH:25][CH:26]=[CH:27][CH:28]=2)[CH2:16]/[C:15]/1=[CH:14]\[C:13]1[N:9]([CH2:8][CH2:7][CH2:6][C:4]([O:3][CH2:1][CH3:2])=[O:5])[N:10]=[N:11][CH:12]=1)(=[O:60])[CH3:58], predict the reactants needed to synthesize it. The reactants are: [CH2:1]([O:3][C:4]([CH2:6][CH2:7][CH2:8][N:9]1[C:13](/[CH:14]=[C:15]2\[CH2:16][N:17]([C:22]([C:35]3[CH:40]=[CH:39][CH:38]=[CH:37][CH:36]=3)([C:29]3[CH:34]=[CH:33][CH:32]=[CH:31][CH:30]=3)[C:23]3[CH:28]=[CH:27][CH:26]=[CH:25][CH:24]=3)[CH2:18][CH2:19][CH:20]\2O)=[CH:12][N:11]=[N:10]1)=[O:5])[CH3:2].C(OC(OCC(C)(C)C)N(C)C)C(C)(C)C.[C:57]([OH:60])(=[S:59])[CH3:58].[Cl-].[Na+].